From a dataset of Full USPTO retrosynthesis dataset with 1.9M reactions from patents (1976-2016). Predict the reactants needed to synthesize the given product. (1) Given the product [CH:1]1([N:7]2[CH2:11][C@@H:10]([C:12]3[CH:13]=[CH:14][CH:15]=[CH:16][CH:17]=3)[N:9]([CH:18]3[CH2:19][CH2:20][N:21]([CH2:24][C:25]4[CH:40]=[CH:39][C:28]([C:29]([NH:31][CH:32]5[CH2:33][CH2:34][C:35](=[N:43][OH:44])[CH2:36][CH2:37]5)=[O:30])=[CH:27][CH:26]=4)[CH2:22][CH2:23]3)[C:8]2=[O:41])[CH2:2][CH2:3][CH2:4][CH2:5][CH2:6]1, predict the reactants needed to synthesize it. The reactants are: [CH:1]1([N:7]2[CH2:11][C@@H:10]([C:12]3[CH:17]=[CH:16][CH:15]=[CH:14][CH:13]=3)[N:9]([CH:18]3[CH2:23][CH2:22][N:21]([CH2:24][C:25]4[CH:40]=[CH:39][C:28]([C:29]([NH:31][CH:32]5[CH2:37][CH2:36][C:35](=O)[CH2:34][CH2:33]5)=[O:30])=[CH:27][CH:26]=4)[CH2:20][CH2:19]3)[C:8]2=[O:41])[CH2:6][CH2:5][CH2:4][CH2:3][CH2:2]1.Cl.[NH2:43][OH:44].C([O-])(=O)C.[Na+]. (2) Given the product [O:13]=[C:7]1[CH2:6][CH2:5][C:4]2[C:3]([S:18]([Cl:1])(=[O:20])=[O:19])=[CH:12][CH:11]=[CH:10][C:9]=2[NH:8]1, predict the reactants needed to synthesize it. The reactants are: [ClH:1].N[C:3]1[CH:12]=[CH:11][CH:10]=[C:9]2[C:4]=1[CH2:5][CH2:6][C:7](=[O:13])[NH:8]2.N([O-])=O.[Na+].[S:18](=[O:20])=[O:19]. (3) Given the product [CH2:25]([S:27]([NH:1][CH:2]1[CH2:6][CH2:5][CH:4]([C:7]2[C:15]3[C:10](=[C:11]([C:22]([NH2:24])=[O:23])[CH:12]=[C:13]([C:16]4[CH:21]=[CH:20][CH:19]=[CH:18][CH:17]=4)[CH:14]=3)[NH:9][CH:8]=2)[CH2:3]1)(=[O:29])=[O:28])[CH3:26], predict the reactants needed to synthesize it. The reactants are: [NH2:1][CH:2]1[CH2:6][CH2:5][CH:4]([C:7]2[C:15]3[C:10](=[C:11]([C:22]([NH2:24])=[O:23])[CH:12]=[C:13]([C:16]4[CH:21]=[CH:20][CH:19]=[CH:18][CH:17]=4)[CH:14]=3)[NH:9][CH:8]=2)[CH2:3]1.[CH2:25]([S:27](Cl)(=[O:29])=[O:28])[CH3:26]. (4) The reactants are: [C:1]([O:5][C:6]([NH:8][C@H:9]([C:22](=[O:33])[NH:23][CH:24]1[CH2:32][C:31]2[C:26](=[CH:27][CH:28]=[CH:29][CH:30]=2)[CH2:25]1)[CH2:10][CH2:11][C:12]([O:14]CC1C=CC=CC=1)=[O:13])=[O:7])([CH3:4])([CH3:3])[CH3:2]. Given the product [C:1]([O:5][C:6]([NH:8][C@H:9]([C:22](=[O:33])[NH:23][CH:24]1[CH2:32][C:31]2[C:26](=[CH:27][CH:28]=[CH:29][CH:30]=2)[CH2:25]1)[CH2:10][CH2:11][C:12]([OH:14])=[O:13])=[O:7])([CH3:4])([CH3:2])[CH3:3], predict the reactants needed to synthesize it. (5) The reactants are: [C:1](=[O:4])([O-])[O-].[K+].[K+].[Cl:7][C:8]1[CH:13]=[CH:12][C:11](O)=[CH:10][N:9]=1.CI.CN(C)C=O. Given the product [Cl:7][C:8]1[CH:13]=[CH:12][C:11]([O:4][CH3:1])=[CH:10][N:9]=1, predict the reactants needed to synthesize it.